From a dataset of Catalyst prediction with 721,799 reactions and 888 catalyst types from USPTO. Predict which catalyst facilitates the given reaction. Reactant: [I:1][C:2]1[CH:7]=[CH:6][CH:5]=[CH:4][C:3]=1[CH2:8][C:9]([OH:11])=O.O[N:13]1C2C=CC=CC=2N=N1.CCN=C=NCCCN(C)C.Cl.C(N(CC)C(C)C)(C)C.C(=O)([O-])[O-].[NH4+].[NH4+]. Product: [I:1][C:2]1[CH:7]=[CH:6][CH:5]=[CH:4][C:3]=1[CH2:8][C:9]([NH2:13])=[O:11]. The catalyst class is: 118.